Dataset: Experimentally validated miRNA-target interactions with 360,000+ pairs, plus equal number of negative samples. Task: Binary Classification. Given a miRNA mature sequence and a target amino acid sequence, predict their likelihood of interaction. (1) The protein sequence of the target gene is MKSYTPYFILLWSAVGIAKAAKIIIVPPIMFESHMYIFKTLASALHERGHHTVFLLSEGRDIAPSNHYSLQRYPGIFNSTTSDAFLQSKMRNIFSGRLTAIELFDILDHYTKNCDLMVGNHALIQGLKKEKFDLLLVDPNDMCGFVIAHLLGVKYAVFSTGLWYPAEVGAPAPLAYVPEFNSLLTDRMNLLQRMKNTGVYLISRLGVSFLVLPKYERIMQKYNLLPEKSMYDLVHGSSLWMLCTDVALEFPRPTLPNVVYVGGILTKPASPLPEDLQRWVNGANEHGFVLVSFGAGVKYL.... The miRNA is mmu-miR-741-3p with sequence UGAGAGAUGCCAUUCUAUGUAGA. Result: 0 (no interaction). (2) The miRNA is hsa-miR-371a-5p with sequence ACUCAAACUGUGGGGGCACU. Result: 0 (no interaction). The protein sequence of the target gene is MTKHPPNRRGISFEVGAQLEARDRLKNWYPAHIEDIDYEEGKVLIHFKRWNHRYDEWFCWDSPYLRPLEKIQLRKEGLHEEDGSSEFQINEQVLACWSDCRFYPAKVTAVNKDGTYTVKFYDGVVQTVKHIHVKAFSKDQNIVGNARPKETDHKSLSSSPDKREKFKEQRKATVNVKKDKEDKPLKTEKRPKQPDKEGKLICSEKGKVSEKSLPKNEKEDKENISENDREYSGDAQVDKKPENDIVKSPQENLREPKRKRGRPPSIAPTAVDSNSQTLQPITLELRRRKISKGCEVPLKR.... (3) The miRNA is hsa-miR-411-5p with sequence UAGUAGACCGUAUAGCGUACG. The protein sequence of the target gene is MTDYGEEQRNELEALESIYPDSFTVLSENPPSFTITVTSEAGENDETVQTTLKFTYSEKYPDEAPLYEIFSQENLEDNDVSDILKLLALQAEENLGMVMIFTLVTAVQEKLNEIVDQIKTRREEEKKQKEKEAEEAEKQLFHGTPVTIENFLNWKAKFDAELLEIKKKRMKEEEQAGKNKLSGKQLFETDHNLDTSDIQFLEDAGNNVEVDESLFQEMDDLELEDDEDDPDYNPADPESDSAD. Result: 1 (interaction). (4) The miRNA is hsa-miR-6508-5p with sequence UCUAGAAAUGCAUGACCCACC. The protein sequence of the target gene is MELFQAKDHYILQQGERALWCSRRDGGLQLRPATDLLLAWNPICLGLVEGVIGKIQLHSDLPWWLILIRQKALVGKLPGDHEVCKVTKIAVLSLSEMEPQELELELCKKHHFGINKPEKIIPSPDDSKFLLKTFTNIKSNVSAPNKKKVKESKEKEKLERRLLEELLKMFMDSESFYYSLTYDLTNSVQRQSTGERDGRPLWQKVDDRFFWNKYMIQALTEIGTPDVDFWIIPIIQGFVQIEELVVNYNESSDDDKSSPETPPQDSTCVDDIHPRFLVALISRRSRHRAGMRYKRRGVDK.... Result: 0 (no interaction).